From a dataset of Catalyst prediction with 721,799 reactions and 888 catalyst types from USPTO. Predict which catalyst facilitates the given reaction. Reactant: [CH2:1]([O:8][CH:9]1[CH2:18][CH2:17][C:12]2(OCC[O:13]2)[CH2:11][CH2:10]1)[C:2]1[CH:7]=[CH:6][CH:5]=[CH:4][CH:3]=1.Cl. The catalyst class is: 692. Product: [CH2:1]([O:8][CH:9]1[CH2:18][CH2:17][C:12](=[O:13])[CH2:11][CH2:10]1)[C:2]1[CH:7]=[CH:6][CH:5]=[CH:4][CH:3]=1.